This data is from Full USPTO retrosynthesis dataset with 1.9M reactions from patents (1976-2016). The task is: Predict the reactants needed to synthesize the given product. Given the product [C:1]([C:3]1[C:4]2[S:25][C:24]([C:27]3[CH:32]=[CH:31][CH:30]=[CH:29][CH:28]=3)=[CH:23][C:5]=2[C:6]([NH:9][C@H:10]2[CH2:15][CH2:14][CH2:13][N:12]([C:16]([O:18][C:19]([CH3:22])([CH3:21])[CH3:20])=[O:17])[CH2:11]2)=[N:7][CH:8]=1)#[N:2], predict the reactants needed to synthesize it. The reactants are: [C:1]([C:3]1[C:4]2[S:25][C:24](Br)=[CH:23][C:5]=2[C:6]([NH:9][C@H:10]2[CH2:15][CH2:14][CH2:13][N:12]([C:16]([O:18][C:19]([CH3:22])([CH3:21])[CH3:20])=[O:17])[CH2:11]2)=[N:7][CH:8]=1)#[N:2].[C:27]1(B(O)O)[CH:32]=[CH:31][CH:30]=[CH:29][CH:28]=1.C(=O)([O-])[O-].[Cs+].[Cs+].O1CCOCC1.